Dataset: Catalyst prediction with 721,799 reactions and 888 catalyst types from USPTO. Task: Predict which catalyst facilitates the given reaction. Reactant: [CH3:1][C:2]1[CH:7]=[CH:6][CH:5]=[CH:4][C:3]=1[C:8]([CH3:18])([CH3:17])[CH2:9][C@:10]1([C:13]([F:16])([F:15])[F:14])[CH2:12][O:11]1.[Br:19]N1C(=O)CCC1=O. Product: [Br:19][CH2:1][C:2]1[CH:7]=[CH:6][CH:5]=[CH:4][C:3]=1[C:8]([CH3:18])([CH3:17])[CH2:9][C@:10]1([C:13]([F:14])([F:16])[F:15])[CH2:12][O:11]1. The catalyst class is: 53.